The task is: Predict which catalyst facilitates the given reaction.. This data is from Catalyst prediction with 721,799 reactions and 888 catalyst types from USPTO. (1) Reactant: [CH2:1]([N:8]1[CH2:13][CH2:12][CH:11]([NH:14][C:15](=[O:20])[C:16]([F:19])([F:18])[F:17])[CH2:10][CH2:9]1)[C:2]1[CH:7]=[CH:6][CH:5]=[CH:4][CH:3]=1.[H-].[Na+].[CH3:23]I.O. The catalyst class is: 7. Product: [CH2:1]([N:8]1[CH2:9][CH2:10][CH:11]([N:14]([CH3:23])[C:15](=[O:20])[C:16]([F:19])([F:17])[F:18])[CH2:12][CH2:13]1)[C:2]1[CH:7]=[CH:6][CH:5]=[CH:4][CH:3]=1. (2) Reactant: CC(OI1(OC(C)=O)(OC(C)=O)OC(=O)C2C=CC=CC1=2)=O.[N:23]1[CH:28]=[CH:27][CH:26]=[N:25][C:24]=1[C:29]1[CH:34]=[CH:33][C:32]([C:35]#[C:36][CH2:37][OH:38])=[CH:31][CH:30]=1.[O-]S([O-])(=S)=O.[Na+].[Na+].C([O-])(O)=O.[Na+]. Product: [N:23]1[CH:28]=[CH:27][CH:26]=[N:25][C:24]=1[C:29]1[CH:34]=[CH:33][C:32]([C:35]#[C:36][CH:37]=[O:38])=[CH:31][CH:30]=1. The catalyst class is: 4. (3) Reactant: C([N-]C(C)C)(C)C.[Li+].[CH3:9][N:10]1[C:15](=[O:16])[C:14]2[CH:17]=[C:18]([CH2:20][C:21]3[C:30]4[C:25](=[CH:26][CH:27]=[CH:28][CH:29]=4)[CH:24]=[CH:23][CH:22]=3)[S:19][C:13]=2[N:12]([CH2:31][CH:32]([CH3:34])[CH3:33])[C:11]1=[O:35].[CH3:36][O:37][C:38]1[CH:39]=[C:40]([S:44][S:44][C:40]2[CH:41]=[CH:42][CH:43]=[C:38]([O:37][CH3:36])[CH:39]=2)[CH:41]=[CH:42][CH:43]=1.C(=O)([O-])O.[Na+]. Product: [CH3:36][O:37][C:38]1[CH:39]=[C:40]([S:44][C:17]2[C:14]3[C:15](=[O:16])[N:10]([CH3:9])[C:11](=[O:35])[N:12]([CH2:31][CH:32]([CH3:33])[CH3:34])[C:13]=3[S:19][C:18]=2[CH2:20][C:21]2[C:30]3[C:25](=[CH:26][CH:27]=[CH:28][CH:29]=3)[CH:24]=[CH:23][CH:22]=2)[CH:41]=[CH:42][CH:43]=1. The catalyst class is: 7. (4) Reactant: [Cl:1][C:2]1[C:3]([O:14][CH3:15])=[C:4]([N+:11]([O-:13])=[O:12])[C:5]([F:10])=[C:6]([CH:9]=1)[CH:7]=[O:8].[BH4-].[Na+].Cl. Product: [Cl:1][C:2]1[C:3]([O:14][CH3:15])=[C:4]([N+:11]([O-:13])=[O:12])[C:5]([F:10])=[C:6]([CH2:7][OH:8])[CH:9]=1. The catalyst class is: 5. (5) The catalyst class is: 22. Reactant: [F:1][C:2]1[C:10]([O:11][C:12]2[C:21]3[C:16](=[CH:17][CH:18]=[CH:19][CH:20]=3)[C:15]([CH2:22][C:23]3[CH:24]=[N:25][C:26]([O:29]C)=[CH:27][CH:28]=3)=[N:14][N:13]=2)=[CH:9][CH:8]=[C:7]2[C:3]=1[CH:4]=[C:5]([CH3:31])[NH:6]2.[Si](I)(C)(C)C. Product: [F:1][C:2]1[C:10]([O:11][C:12]2[C:21]3[C:16](=[CH:17][CH:18]=[CH:19][CH:20]=3)[C:15]([CH2:22][C:23]3[CH:24]=[N:25][C:26]([OH:29])=[CH:27][CH:28]=3)=[N:14][N:13]=2)=[CH:9][CH:8]=[C:7]2[C:3]=1[CH:4]=[C:5]([CH3:31])[NH:6]2. (6) Reactant: Br[C:2]1[CH:11]=[CH:10][C:5]([C:6]([O:8][CH3:9])=[O:7])=[C:4]([CH3:12])[CH:3]=1.[Cu][C:14]#[N:15].O. Product: [C:14]([C:2]1[CH:11]=[CH:10][C:5]([C:6]([O:8][CH3:9])=[O:7])=[C:4]([CH3:12])[CH:3]=1)#[N:15]. The catalyst class is: 60. (7) Reactant: [Cl:1][C:2]1[C:3]([C:10]2[CH:15]=[CH:14][C:13]([C:16]([F:19])([F:18])[F:17])=[C:12]([F:20])[CH:11]=2)=[N:4][O:5][C:6]=1[C:7](Cl)=[O:8].[O:21]1[CH2:26][CH2:25][CH:24]([NH2:27])[CH2:23][CH2:22]1.C(N(C(C)C)CC)(C)C. Product: [Cl:1][C:2]1[C:3]([C:10]2[CH:15]=[CH:14][C:13]([C:16]([F:19])([F:18])[F:17])=[C:12]([F:20])[CH:11]=2)=[N:4][O:5][C:6]=1[C:7]([NH:27][CH:24]1[CH2:25][CH2:26][O:21][CH2:22][CH2:23]1)=[O:8]. The catalyst class is: 4.